Binary Classification. Given a T-cell receptor sequence (or CDR3 region) and an epitope sequence, predict whether binding occurs between them. From a dataset of TCR-epitope binding with 47,182 pairs between 192 epitopes and 23,139 TCRs. (1) The epitope is FLNGSCGSV. The TCR CDR3 sequence is CASSLGLGGSEQFF. Result: 1 (the TCR binds to the epitope). (2) The epitope is PKYVKQNTLKLAT. The TCR CDR3 sequence is CSADGGDIWSDEQFF. Result: 1 (the TCR binds to the epitope). (3) The epitope is LSDDAVVCFNSTY. The TCR CDR3 sequence is CASSQVLTVSSYNEQFF. Result: 0 (the TCR does not bind to the epitope). (4) The epitope is NLSALGIFST. The TCR CDR3 sequence is CASSFRGDTQYF. Result: 0 (the TCR does not bind to the epitope). (5) The epitope is FPPTSFGPL. The TCR CDR3 sequence is CASSFGLAGSDTQYF. Result: 0 (the TCR does not bind to the epitope). (6) Result: 0 (the TCR does not bind to the epitope). The TCR CDR3 sequence is CASSLGSSPREQFF. The epitope is SSNVANYQK. (7) The epitope is KMQRMLLEK. The TCR CDR3 sequence is CASSQDLSGRTNEQFF. Result: 1 (the TCR binds to the epitope).